Dataset: Forward reaction prediction with 1.9M reactions from USPTO patents (1976-2016). Task: Predict the product of the given reaction. (1) Given the reactants [CH2:1]([O:8][C:9]([NH:11][C@@H:12]([CH:16]([CH3:18])[CH3:17])[C:13]([OH:15])=O)=[O:10])[C:2]1[CH:7]=[CH:6][CH:5]=[CH:4][CH:3]=1.C(N1C=CN=C1)(N1C=CN=C1)=O.[NH2:31][CH2:32][C@H:33]([NH:37][C:38](=[O:44])[O:39][C:40]([CH3:43])([CH3:42])[CH3:41])[CH:34]([CH3:36])[CH3:35], predict the reaction product. The product is: [CH3:35][CH:34]([CH3:36])[C@@H:33]([NH:37][C:38]([O:39][C:40]([CH3:41])([CH3:43])[CH3:42])=[O:44])[CH2:32][NH:31][C:13](=[O:15])[C@@H:12]([NH:11][C:9]([O:8][CH2:1][C:2]1[CH:3]=[CH:4][CH:5]=[CH:6][CH:7]=1)=[O:10])[CH:16]([CH3:18])[CH3:17]. (2) Given the reactants C([O:3][C:4](=O)[CH2:5][CH:6]([C:13]1[CH:21]=[C:20]2[C:16]([C:17]([C:22]#[N:23])=[CH:18][NH:19]2)=[CH:15][CH:14]=1)[C:7]1[CH:12]=[CH:11][CH:10]=[CH:9][N:8]=1)C.OCCC(C1C=CC=C2C=1C(C#N)=CN2)C1C=CC=CC=1, predict the reaction product. The product is: [OH:3][CH2:4][CH2:5][CH:6]([C:13]1[CH:21]=[C:20]2[C:16]([C:17]([C:22]#[N:23])=[CH:18][NH:19]2)=[CH:15][CH:14]=1)[C:7]1[CH:12]=[CH:11][CH:10]=[CH:9][N:8]=1.